Dataset: Catalyst prediction with 721,799 reactions and 888 catalyst types from USPTO. Task: Predict which catalyst facilitates the given reaction. (1) Reactant: [Na].[N:2]1[C:11]2[C:6](=[CH:7][CH:8]=[CH:9][CH:10]=2)[CH:5]=[C:4]([OH:12])[CH:3]=1. Product: [NH:2]1[C:11]2[C:6](=[CH:7][CH:8]=[CH:9][CH:10]=2)[CH2:5][CH:4]([OH:12])[CH2:3]1. The catalyst class is: 14. (2) Reactant: [CH3:1][O:2][C:3]1[CH:21]=[CH:20][C:6]([C:7]([N:9]2[C:13]3[CH:14]=[CH:15][CH:16]=[CH:17][C:12]=3[S:11][CH:10]2C#N)=O)=[CH:5][CH:4]=1.F[B-](F)(F)F.[H+].[C:28]([C:34]([O:36][CH3:37])=[O:35])#[C:29][C:30]([O:32][CH3:33])=[O:31]. Product: [CH3:1][O:2][C:3]1[CH:4]=[CH:5][C:6]([C:7]2[N:9]3[C:10]([S:11][C:12]4[CH:17]=[CH:16][CH:15]=[CH:14][C:13]=43)=[C:29]([C:30]([O:32][CH3:33])=[O:31])[C:28]=2[C:34]([O:36][CH3:37])=[O:35])=[CH:20][CH:21]=1. The catalyst class is: 139. (3) Reactant: C(N(CC)CC)C.[CH3:8][C@:9]12[C:15]([CH3:17])([CH3:16])[C@H:12]([CH2:13][CH2:14]1)[CH:11]([C:18](Cl)=[O:19])[C:10]2=O.C(O[C:27]([N:29](C)[NH:30][C:31]1[CH:36]=[CH:35][C:34]([C:37]([F:40])([F:39])[F:38])=[CH:33][C:32]=1[C:41]([F:44])([F:43])[F:42])=O)(C)(C)C.Cl.O1CCOCC1. Product: [F:42][C:41]([F:43])([F:44])[C:32]1[CH:33]=[C:34]([C:37]([F:40])([F:39])[F:38])[CH:35]=[CH:36][C:31]=1[N:30]1[C:18](=[O:19])[C:11]2[C@@H:12]3[C:15]([CH3:17])([CH3:16])[C@@:9]([CH3:8])([CH2:14][CH2:13]3)[C:10]=2[N:29]1[CH3:27]. The catalyst class is: 325. (4) Reactant: [Cl:1][C:2]1[CH:7]=[CH:6][C:5]([S:8]([N:11]([CH2:19][C:20]2[CH:29]=[CH:28][C:23]([C:24]([O:26]C)=[O:25])=[CH:22][CH:21]=2)[CH:12]2[CH2:17][CH2:16][CH2:15][CH:14]([CH3:18])[CH2:13]2)(=[O:10])=[O:9])=[CH:4][CH:3]=1.O.[OH-].[Li+].Cl. Product: [Cl:1][C:2]1[CH:3]=[CH:4][C:5]([S:8]([N:11]([CH2:19][C:20]2[CH:21]=[CH:22][C:23]([C:24]([OH:26])=[O:25])=[CH:28][CH:29]=2)[CH:12]2[CH2:17][CH2:16][CH2:15][CH:14]([CH3:18])[CH2:13]2)(=[O:9])=[O:10])=[CH:6][CH:7]=1. The catalyst class is: 10. (5) Reactant: [NH2:1][C:2]1[CH:7]=[CH:6][C:5]([N:8]([CH:12]2[C:21]3[C:16](=[CH:17][CH:18]=[CH:19][CH:20]=3)[N:15]([C:22](=[O:31])[C:23]3[CH:28]=[CH:27][C:26]([O:29][CH3:30])=[CH:25][CH:24]=3)[CH:14]([CH3:32])[CH2:13]2)[C:9](=[O:11])[CH3:10])=[CH:4][CH:3]=1.CO[CH:35]1[CH2:39][CH2:38][CH:37](OC)O1.OS(O)(=O)=O.NC1C=CC=CC=1.C([O-])(O)=O.[Na+]. Product: [CH3:30][O:29][C:26]1[CH:25]=[CH:24][C:23]([C:22]([N:15]2[C:16]3[C:21](=[CH:20][CH:19]=[CH:18][CH:17]=3)[C@H:12]([N:8]([C:5]3[CH:6]=[CH:7][C:2]([N:1]4[CH:35]=[CH:39][CH:38]=[CH:37]4)=[CH:3][CH:4]=3)[C:9](=[O:11])[CH3:10])[CH2:13][C@@H:14]2[CH3:32])=[O:31])=[CH:28][CH:27]=1. The catalyst class is: 92. (6) Reactant: [CH3:1][C:2]([N+:20]([O-:22])=[O:21])([CH3:19])[CH2:3][C:4]1[CH:18]=[CH:17][C:7]([O:8][C:9]2[CH:16]=[CH:15][C:12](C=O)=[CH:11][CH:10]=2)=[CH:6][CH:5]=1.ClC1C=C(C=CC=1)C(OO)=[O:28]. Product: [CH3:1][C:2]([N+:20]([O-:22])=[O:21])([CH3:19])[CH2:3][C:4]1[CH:18]=[CH:17][C:7]([O:8][C:9]2[CH:16]=[CH:15][C:12]([OH:28])=[CH:11][CH:10]=2)=[CH:6][CH:5]=1. The catalyst class is: 22. (7) Reactant: FC(F)(F)C(O)=O.C(N)CN.[F:12][C:13]([F:54])([CH2:47][C:48]1[CH:53]=[CH:52][CH:51]=[CH:50][CH:49]=1)[C@H:14]([NH:16][C:17]([C:19]1[C:27]2[C:22](=[N:23][CH:24]=[C:25]([C:28]3[C:36]4[C:31](=[CH:32][C:33]([F:37])=[CH:34][CH:35]=4)[N:30]([CH3:38])[N:29]=3)[N:26]=2)[N:21](COCC[Si](C)(C)C)[CH:20]=1)=[O:18])[CH3:15]. Product: [F:54][C:13]([F:12])([CH2:47][C:48]1[CH:53]=[CH:52][CH:51]=[CH:50][CH:49]=1)[C@H:14]([NH:16][C:17]([C:19]1[C:27]2[C:22](=[N:23][CH:24]=[C:25]([C:28]3[C:36]4[C:31](=[CH:32][C:33]([F:37])=[CH:34][CH:35]=4)[N:30]([CH3:38])[N:29]=3)[N:26]=2)[NH:21][CH:20]=1)=[O:18])[CH3:15]. The catalyst class is: 4. (8) Reactant: [NH2:1][C:2]1[CH:7]=[CH:6][C:5]([OH:8])=[CH:4][CH:3]=1.C(=O)([O-])[O-].[Cs+].[Cs+].F[C:16]1[C:21]([CH3:22])=[CH:20][CH:19]=[CH:18][N:17]=1. Product: [CH3:22][C:21]1[C:16]([O:8][C:5]2[CH:6]=[CH:7][C:2]([NH2:1])=[CH:3][CH:4]=2)=[N:17][CH:18]=[CH:19][CH:20]=1. The catalyst class is: 197.